Dataset: Catalyst prediction with 721,799 reactions and 888 catalyst types from USPTO. Task: Predict which catalyst facilitates the given reaction. (1) Reactant: C(OC(=O)[NH:7][C:8]1[CH:13]=[CH:12][C:11]([CH2:14][CH2:15][CH2:16][CH2:17][F:18])=[C:10]([C:19]([F:22])([F:21])[F:20])[CH:9]=1)(C)(C)C. Product: [F:18][CH2:17][CH2:16][CH2:15][CH2:14][C:11]1[CH:12]=[CH:13][C:8]([NH2:7])=[CH:9][C:10]=1[C:19]([F:20])([F:21])[F:22]. The catalyst class is: 55. (2) The catalyst class is: 3. Reactant: [CH3:1][C:2]([OH:16])([CH3:15])[CH2:3][C:4]1[N:5]([CH:9]2[CH2:14][CH2:13][CH2:12][CH2:11][O:10]2)[CH:6]=[CH:7][N:8]=1.C1C(=O)N([Br:24])C(=O)C1. Product: [Br:24][C:7]1[N:8]=[C:4]([CH2:3][C:2]([CH3:1])([OH:16])[CH3:15])[N:5]([CH:9]2[CH2:14][CH2:13][CH2:12][CH2:11][O:10]2)[CH:6]=1. (3) The catalyst class is: 3. Reactant: [F:1][C:2]1[CH:3]=[C:4]([NH:32][C:33]([C@:35]2([C:39]([NH:41][C:42]3[CH:47]=[CH:46][C:45]([F:48])=[CH:44][CH:43]=3)=[O:40])[CH2:37][C@H:36]2[CH3:38])=[O:34])[CH:5]=[CH:6][C:7]=1[O:8][C:9]1[C:18]2[C:13](=[CH:14][C:15]([O:22][CH2:23][CH2:24][CH2:25][N:26]3[CH2:31][CH2:30][O:29][CH2:28][CH2:27]3)=[C:16]([O:19][CH:20]=O)[CH:17]=2)[N:12]=[CH:11][CH:10]=1.Cl.ClCCCN1CCOCC1.C([O-])([O-])=O.[K+].[K+].CCOC(C)=O. Product: [F:1][C:2]1[CH:3]=[C:4]([NH:32][C:33]([C@:35]2([C:39]([NH:41][C:42]3[CH:47]=[CH:46][C:45]([F:48])=[CH:44][CH:43]=3)=[O:40])[CH2:37][C@H:36]2[CH3:38])=[O:34])[CH:5]=[CH:6][C:7]=1[O:8][C:9]1[C:18]2[C:13](=[CH:14][C:15]([O:22][CH2:23][CH2:24][CH2:25][N:26]3[CH2:31][CH2:30][O:29][CH2:28][CH2:27]3)=[C:16]([O:19][CH3:20])[CH:17]=2)[N:12]=[CH:11][CH:10]=1. (4) Reactant: [SH:1][CH2:2][CH2:3][C:4]([OH:6])=[O:5].Br[CH2:8][C:9]([C:11]1[C:20]([Cl:21])=[CH:19][C:14]2[NH:15][C:16](=[O:18])[S:17][C:13]=2[CH:12]=1)=[O:10].ClC1C(C(=O)CCl)=CC2SC(=O)NC=2C=1.ClC1C=CC2SC(=O)NC=2C=1.C(=O)([O-])[O-].[K+].[K+]. Product: [Cl:21][C:20]1[C:11]([C:9](=[O:10])[CH2:8][S:1][CH2:2][CH2:3][C:4]([OH:6])=[O:5])=[CH:12][C:13]2[S:17][C:16](=[O:18])[NH:15][C:14]=2[CH:19]=1. The catalyst class is: 3. (5) Reactant: [O:1]=[C:2]1[CH:11]=[CH:10][C:9]2[C:4](=[CH:5][C:6]([N:12]3[CH2:17][CH2:16][N:15]([C:18]([O:20][C:21]([CH3:24])([CH3:23])[CH3:22])=[O:19])[CH2:14][CH2:13]3)=[CH:7][CH:8]=2)[O:3]1.C([O-])(=O)C.[Na+].[Br:30]Br.O. Product: [Br:30][C:11]1[C:2](=[O:1])[O:3][C:4]2[C:9]([CH:10]=1)=[CH:8][CH:7]=[C:6]([N:12]1[CH2:13][CH2:14][N:15]([C:18]([O:20][C:21]([CH3:24])([CH3:23])[CH3:22])=[O:19])[CH2:16][CH2:17]1)[CH:5]=2. The catalyst class is: 15. (6) Product: [OH:35][C@@H:8]([C:9]([N:11]1[CH2:12][CH2:13][N:14]([C:17]2[C:26]3[C:21](=[CH:22][C:23]([CH3:27])=[CH:24][CH:25]=3)[N:20]=[C:19]([C:28]3[CH:33]=[CH:32][CH:31]=[CH:30][C:29]=3[OH:34])[N:18]=2)[CH2:15][CH2:16]1)=[O:10])[CH2:7][C:6]([OH:36])=[O:5]. The catalyst class is: 20. Reactant: O[Li].O.C[O:5][C:6](=[O:36])[CH2:7][C@@H:8]([OH:35])[C:9]([N:11]1[CH2:16][CH2:15][N:14]([C:17]2[C:26]3[C:21](=[CH:22][C:23]([CH3:27])=[CH:24][CH:25]=3)[N:20]=[C:19]([C:28]3[CH:33]=[CH:32][CH:31]=[CH:30][C:29]=3[OH:34])[N:18]=2)[CH2:13][CH2:12]1)=[O:10].Cl. (7) Reactant: [F:1][C:2]1[C:3]([C:14](Cl)=[N:15][OH:16])=[CH:4][C:5]2[C:9]([CH3:11])([CH3:10])[O:8][B:7]([OH:12])[C:6]=2[CH:13]=1.[Cl:18][C:19]1[CH:24]=[C:23]([C:25]([C:27]([F:30])([F:29])[F:28])=[CH2:26])[CH:22]=[C:21]([Cl:31])[CH:20]=1. Product: [Cl:18][C:19]1[CH:24]=[C:23]([C:25]2([C:27]([F:30])([F:28])[F:29])[O:16][N:15]=[C:14]([C:3]3[C:2]([F:1])=[CH:13][C:6]4[B:7]([OH:12])[O:8][C:9]([CH3:11])([CH3:10])[C:5]=4[CH:4]=3)[CH2:26]2)[CH:22]=[C:21]([Cl:31])[CH:20]=1. The catalyst class is: 3. (8) Reactant: [C:1](OC(=O)C)(=[O:3])[CH3:2].[OH:8][C:9]1[CH:14]=[CH:13][C:12]([C:15]2[CH:20]=[CH:19][CH:18]=[CH:17][CH:16]=2)=[CH:11][C:10]=1[CH2:21][CH2:22][CH3:23].N1C=CC=CC=1. Product: [C:1]([O:8][C:9]1[CH:14]=[CH:13][C:12]([C:15]2[CH:20]=[CH:19][CH:18]=[CH:17][CH:16]=2)=[CH:11][C:10]=1[CH2:21][CH2:22][CH3:23])(=[O:3])[CH3:2]. The catalyst class is: 142. (9) Reactant: C(=O)([O-])[O-].[K+].[K+].[OH:7][C:8]1[CH:22]=[CH:21][C:11]([C:12]([NH:14][C:15]2[CH:16]=[N:17][CH:18]=[CH:19][CH:20]=2)=[O:13])=[CH:10][CH:9]=1.Cl[CH2:24][C:25]([NH:27][C:28]1[CH:33]=[CH:32][C:31]([O:34][CH3:35])=[CH:30][CH:29]=1)=[O:26]. Product: [CH3:35][O:34][C:31]1[CH:32]=[CH:33][C:28]([NH:27][C:25](=[O:26])[CH2:24][O:7][C:8]2[CH:22]=[CH:21][C:11]([C:12]([NH:14][C:15]3[CH:16]=[N:17][CH:18]=[CH:19][CH:20]=3)=[O:13])=[CH:10][CH:9]=2)=[CH:29][CH:30]=1. The catalyst class is: 3.